Predict the reactants needed to synthesize the given product. From a dataset of Full USPTO retrosynthesis dataset with 1.9M reactions from patents (1976-2016). (1) Given the product [CH2:25]([NH:29][C:30](=[O:31])[O:35][CH2:34][C:33]([F:57])([F:32])[C:36]([F:55])([F:56])[C:37]([F:53])([F:54])[C:38]([F:51])([F:52])[C:39]([F:49])([F:50])[C:40]([F:47])([F:48])[C:41]([F:45])([F:46])[CH:42]([F:43])[F:44])[CH2:26][CH2:27][CH3:28], predict the reactants needed to synthesize it. The reactants are: CN(CCCN1CN(CCCN(C)C)CN(CCCN(C)C)C1)C.[CH2:25]([N:29]=[C:30]=[O:31])[CH2:26][CH2:27][CH3:28].[F:32][C:33]([F:57])([C:36]([F:56])([F:55])[C:37]([F:54])([F:53])[C:38]([F:52])([F:51])[C:39]([F:50])([F:49])[C:40]([F:48])([F:47])[C:41]([F:46])([F:45])[CH:42]([F:44])[F:43])[CH2:34][OH:35].[N-]=C=O. (2) The reactants are: [C:1]([CH:3]([C:9]1[CH:14]=[CH:13][CH:12]=[CH:11][CH:10]=1)[C:4]([O:6][CH2:7][CH3:8])=[O:5])#[N:2].Cl. Given the product [NH2:2][CH2:1][CH:3]([C:9]1[CH:14]=[CH:13][CH:12]=[CH:11][CH:10]=1)[C:4]([O:6][CH2:7][CH3:8])=[O:5], predict the reactants needed to synthesize it. (3) Given the product [C:1]([O:5][C:6]([NH:8][N:9]1[C:13]2[CH:14]=[CH:15][CH:16]=[CH:17][C:12]=2[N:11]=[C:10]1[S:18][CH2:21][C:22]1[C:27]([CH3:28])=[C:26]([O:29][CH2:30][C:31]([F:33])([F:34])[F:32])[CH:25]=[CH:24][N:23]=1)=[O:7])([CH3:4])([CH3:2])[CH3:3], predict the reactants needed to synthesize it. The reactants are: [C:1]([O:5][C:6]([NH:8][N:9]1[C:13]2[CH:14]=[CH:15][CH:16]=[CH:17][C:12]=2[N:11]=[C:10]1[SH:18])=[O:7])([CH3:4])([CH3:3])[CH3:2].Cl.Cl[CH2:21][C:22]1[C:27]([CH3:28])=[C:26]([O:29][CH2:30][C:31]([F:34])([F:33])[F:32])[CH:25]=[CH:24][N:23]=1.[OH-].[Na+].O. (4) Given the product [Br:1][C:2]1[CH:11]=[C:10]2[C:5]([CH:6]=[CH:7][N+:8]([O-:24])=[CH:9]2)=[CH:4][C:3]=1[F:12], predict the reactants needed to synthesize it. The reactants are: [Br:1][C:2]1[CH:11]=[C:10]2[C:5]([CH:6]=[CH:7][N:8]=[CH:9]2)=[CH:4][C:3]=1[F:12].ClC1C=C2C(C=C[N+]([O-:24])=C2)=CC=1F.